From a dataset of Forward reaction prediction with 1.9M reactions from USPTO patents (1976-2016). Predict the product of the given reaction. (1) The product is: [Br:27][C:28]1[C:13]([N:10]2[CH2:9][CH2:8][N:7]([CH2:6][C:5]3[S:1][CH:2]=[N:3][CH:4]=3)[CH2:12][CH2:11]2)=[C:30]([N+:35]([O-:37])=[O:36])[C:31]([NH2:34])=[N:32][CH:33]=1. Given the reactants [S:1]1[C:5]([CH2:6][N:7]2[CH2:12][CH2:11][N:10]([C:13](OC(C)(C)C)=O)[CH2:9][CH2:8]2)=[CH:4][N:3]=[CH:2]1.C(O)(C(F)(F)F)=O.[Br:27][C:28]1C(Cl)=[C:30]([N+:35]([O-:37])=[O:36])[C:31]([NH2:34])=[N:32][CH:33]=1, predict the reaction product. (2) Given the reactants [CH2:1]([O:3][C:4](=[O:38])[C@H:5]([CH2:20][CH2:21][CH2:22][CH2:23][NH:24][C:25](=[O:37])[CH2:26][CH2:27][CH2:28][CH2:29][CH2:30][CH2:31][CH2:32][CH2:33][CH2:34][CH2:35][CH3:36])[NH:6][C:7](=[O:19])[CH2:8][CH2:9][CH2:10][CH2:11][CH2:12][CH2:13][CH2:14][CH2:15][CH2:16][CH2:17]Br)[CH3:2].C(O)C.[CH3:42][NH:43][CH3:44], predict the reaction product. The product is: [CH2:1]([O:3][C:4](=[O:38])[C@H:5]([CH2:20][CH2:21][CH2:22][CH2:23][NH:24][C:25](=[O:37])[CH2:26][CH2:27][CH2:28][CH2:29][CH2:30][CH2:31][CH2:32][CH2:33][CH2:34][CH2:35][CH3:36])[NH:6][C:7](=[O:19])[CH2:8][CH2:9][CH2:10][CH2:11][CH2:12][CH2:13][CH2:14][CH2:15][CH2:16][CH2:17][N:43]([CH3:44])[CH3:42])[CH3:2]. (3) The product is: [OH:39][C:36]1[CH2:24][CH2:23][CH2:35][C:31](=[O:34])[C:32]=1[C:12]([C:4]1[C:3](=[O:22])[N:2]([CH3:1])[C:11]2[C:6]([CH:5]=1)=[CH:7][CH:8]=[CH:9][CH:10]=2)=[O:14]. Given the reactants [CH3:1][N:2]1[C:11]2[C:6](=[CH:7][CH:8]=[CH:9][CH:10]=2)[CH:5]=[C:4]([C:12]([O:14]C2CCCC(=O)C=2)=O)[C:3]1=[O:22].[CH2:23](N(CC)CC)[CH3:24].C[C:31]([CH3:35])([OH:34])[C:32]#N.[C:36](=[O:39])([O-])O.[Na+], predict the reaction product. (4) Given the reactants [C:1]1([C@@H:7]2[CH2:9][C@H:8]2[N:10]=[C:11]=[O:12])[CH:6]=[CH:5][CH:4]=[CH:3][CH:2]=1.[NH2:13][CH2:14][CH2:15][CH2:16][N:17]1[C:25]2[C:24]([CH3:26])=[C:23]([CH3:27])[N:22]=[C:21]([NH2:28])[C:20]=2[N:19]=[C:18]1[CH2:29][O:30][CH2:31][CH3:32], predict the reaction product. The product is: [NH2:28][C:21]1[C:20]2[N:19]=[C:18]([CH2:29][O:30][CH2:31][CH3:32])[N:17]([CH2:16][CH2:15][CH2:14][NH:13][C:11]([NH:10][C@@H:8]3[CH2:9][C@H:7]3[C:1]3[CH:6]=[CH:5][CH:4]=[CH:3][CH:2]=3)=[O:12])[C:25]=2[C:24]([CH3:26])=[C:23]([CH3:27])[N:22]=1.